From a dataset of NCI-60 drug combinations with 297,098 pairs across 59 cell lines. Regression. Given two drug SMILES strings and cell line genomic features, predict the synergy score measuring deviation from expected non-interaction effect. (1) Drug 1: CCC1(CC2CC(C3=C(CCN(C2)C1)C4=CC=CC=C4N3)(C5=C(C=C6C(=C5)C78CCN9C7C(C=CC9)(C(C(C8N6C=O)(C(=O)OC)O)OC(=O)C)CC)OC)C(=O)OC)O.OS(=O)(=O)O. Drug 2: CCC1(CC2CC(C3=C(CCN(C2)C1)C4=CC=CC=C4N3)(C5=C(C=C6C(=C5)C78CCN9C7C(C=CC9)(C(C(C8N6C)(C(=O)OC)O)OC(=O)C)CC)OC)C(=O)OC)O.OS(=O)(=O)O. Cell line: NCI-H460. Synergy scores: CSS=20.0, Synergy_ZIP=4.55, Synergy_Bliss=4.19, Synergy_Loewe=2.56, Synergy_HSA=4.18. (2) Drug 1: CS(=O)(=O)C1=CC(=C(C=C1)C(=O)NC2=CC(=C(C=C2)Cl)C3=CC=CC=N3)Cl. Drug 2: CC12CCC(CC1=CCC3C2CCC4(C3CC=C4C5=CN=CC=C5)C)O. Cell line: SK-MEL-28. Synergy scores: CSS=1.16, Synergy_ZIP=3.27, Synergy_Bliss=8.58, Synergy_Loewe=-1.47, Synergy_HSA=1.41. (3) Cell line: NCI-H226. Drug 1: CC1=C(C=C(C=C1)NC2=NC=CC(=N2)N(C)C3=CC4=NN(C(=C4C=C3)C)C)S(=O)(=O)N.Cl. Synergy scores: CSS=11.1, Synergy_ZIP=-3.53, Synergy_Bliss=-1.57, Synergy_Loewe=-11.2, Synergy_HSA=-1.57. Drug 2: CS(=O)(=O)OCCCCOS(=O)(=O)C. (4) Drug 1: CC(C)(C#N)C1=CC(=CC(=C1)CN2C=NC=N2)C(C)(C)C#N. Drug 2: C1CCC(C(C1)N)N.C(=O)(C(=O)[O-])[O-].[Pt+4]. Cell line: UACC-257. Synergy scores: CSS=5.57, Synergy_ZIP=-0.851, Synergy_Bliss=-0.0822, Synergy_Loewe=-0.283, Synergy_HSA=-1.15. (5) Drug 1: C1CCC(C1)C(CC#N)N2C=C(C=N2)C3=C4C=CNC4=NC=N3. Drug 2: CCN(CC)CCNC(=O)C1=C(NC(=C1C)C=C2C3=C(C=CC(=C3)F)NC2=O)C. Cell line: MDA-MB-231. Synergy scores: CSS=-5.63, Synergy_ZIP=-0.551, Synergy_Bliss=-0.972, Synergy_Loewe=-3.67, Synergy_HSA=-3.71. (6) Drug 1: C1=CC(=CC=C1CCC2=CNC3=C2C(=O)NC(=N3)N)C(=O)NC(CCC(=O)O)C(=O)O. Drug 2: CC12CCC3C(C1CCC2O)C(CC4=C3C=CC(=C4)O)CCCCCCCCCS(=O)CCCC(C(F)(F)F)(F)F. Cell line: IGROV1. Synergy scores: CSS=22.7, Synergy_ZIP=-4.08, Synergy_Bliss=-0.0954, Synergy_Loewe=-10.2, Synergy_HSA=0.153. (7) Drug 1: C1=CC(=CC=C1CCC2=CNC3=C2C(=O)NC(=N3)N)C(=O)NC(CCC(=O)O)C(=O)O. Drug 2: B(C(CC(C)C)NC(=O)C(CC1=CC=CC=C1)NC(=O)C2=NC=CN=C2)(O)O. Cell line: MOLT-4. Synergy scores: CSS=50.8, Synergy_ZIP=-3.64, Synergy_Bliss=-8.22, Synergy_Loewe=-16.2, Synergy_HSA=-7.28. (8) Synergy scores: CSS=-0.457, Synergy_ZIP=2.12, Synergy_Bliss=0.752, Synergy_Loewe=-4.27, Synergy_HSA=-4.47. Cell line: SK-MEL-2. Drug 2: CC(C)(C#N)C1=CC(=CC(=C1)CN2C=NC=N2)C(C)(C)C#N. Drug 1: CC12CCC3C(C1CCC2O)C(CC4=C3C=CC(=C4)O)CCCCCCCCCS(=O)CCCC(C(F)(F)F)(F)F. (9) Drug 1: COC1=NC(=NC2=C1N=CN2C3C(C(C(O3)CO)O)O)N. Drug 2: CC12CCC3C(C1CCC2O)C(CC4=C3C=CC(=C4)O)CCCCCCCCCS(=O)CCCC(C(F)(F)F)(F)F. Cell line: NCI-H460. Synergy scores: CSS=50.4, Synergy_ZIP=2.75, Synergy_Bliss=1.44, Synergy_Loewe=-10.3, Synergy_HSA=1.64.